This data is from Forward reaction prediction with 1.9M reactions from USPTO patents (1976-2016). The task is: Predict the product of the given reaction. (1) Given the reactants [OH:1][C:2]1[C:15](=[O:16])[C:14]2[C:13]3[CH:12]=[CH:11][C:10]([CH3:18])([CH3:17])[O:9][C:8]=3[CH:7]=[CH:6][C:5]=2[C:4](=[O:19])[CH:3]=1.CCCCCC.C(O)(=O)C, predict the reaction product. The product is: [OH:1][C:2]1[C:15](=[O:16])[C:14]2[C:13]3[CH2:12][CH2:11][C:10]([CH3:17])([CH3:18])[O:9][C:8]=3[CH:7]=[CH:6][C:5]=2[C:4](=[O:19])[CH:3]=1. (2) Given the reactants [CH2:1]([N:8]1[C:16]2[C:11](=[CH:12][C:13]([OH:17])=[CH:14][CH:15]=2)[CH2:10][CH2:9]1)[C:2]1[CH:7]=[CH:6][CH:5]=[CH:4][CH:3]=1.[CH3:18][O:19][C:20]1[CH:25]=[CH:24][C:23]([N:26]=[C:27]=[O:28])=[CH:22][CH:21]=1, predict the reaction product. The product is: [CH3:18][O:19][C:20]1[CH:25]=[CH:24][C:23]([NH:26][C:27](=[O:28])[O:17][C:13]2[CH:12]=[C:11]3[C:16](=[CH:15][CH:14]=2)[N:8]([CH2:1][C:2]2[CH:3]=[CH:4][CH:5]=[CH:6][CH:7]=2)[CH2:9][CH2:10]3)=[CH:22][CH:21]=1. (3) Given the reactants [S:1]1[CH:5]=[C:4]([C:6]2[C:7]([O:14]C)=[N:8][C:9]([O:12]C)=[N:10][CH:11]=2)[CH:3]=[N:2]1.[ClH:16], predict the reaction product. The product is: [ClH:16].[S:1]1[CH:5]=[C:4]([C:6]2[C:7](=[O:14])[NH:8][C:9](=[O:12])[NH:10][CH:11]=2)[CH:3]=[N:2]1. (4) Given the reactants [CH:1]1[CH:2]=[CH:3][C:4]([C@H:7]([NH2:11])[C:8]([OH:10])=[O:9])=[CH:5][CH:6]=1.[CH:12]1(O)[CH2:16][CH2:15][CH2:14][CH2:13]1.[C:18]1([CH3:28])[CH:23]=[CH:22][C:21]([S:24]([OH:27])(=[O:26])=[O:25])=[CH:20][CH:19]=1, predict the reaction product. The product is: [S:24]([C:21]1[CH:22]=[CH:23][C:18]([CH3:28])=[CH:19][CH:20]=1)([OH:27])(=[O:26])=[O:25].[NH2:11][C@@H:7]([C:4]1[CH:3]=[CH:2][CH:1]=[CH:6][CH:5]=1)[C:8]([O:10][CH:12]1[CH2:16][CH2:15][CH2:14][CH2:13]1)=[O:9]. (5) The product is: [Br-:1].[C:11]([O:15][C:16]([NH:18][C@H:19]([C:31]1[CH:36]=[CH:35][CH:34]=[CH:33][CH:32]=1)[C:20]([O:22][C@@H:23]1[CH:28]2[CH2:29][CH2:30][N+:25]([CH2:2][C:3](=[O:4])[C:5]3[CH:10]=[CH:9][CH:8]=[CH:7][CH:6]=3)([CH2:26][CH2:27]2)[CH2:24]1)=[O:21])=[O:17])([CH3:14])([CH3:12])[CH3:13]. Given the reactants [Br:1][CH2:2][C:3]([C:5]1[CH:10]=[CH:9][CH:8]=[CH:7][CH:6]=1)=[O:4].[C:11]([O:15][C:16]([NH:18][C@H:19]([C:31]1[CH:36]=[CH:35][CH:34]=[CH:33][CH:32]=1)[C:20]([O:22][C@@H:23]1[CH:28]2[CH2:29][CH2:30][N:25]([CH2:26][CH2:27]2)[CH2:24]1)=[O:21])=[O:17])([CH3:14])([CH3:13])[CH3:12], predict the reaction product.